From a dataset of Experimentally validated miRNA-target interactions with 360,000+ pairs, plus equal number of negative samples. Binary Classification. Given a miRNA mature sequence and a target amino acid sequence, predict their likelihood of interaction. (1) The miRNA is rno-miR-208b-3p with sequence AUAAGACGAACAAAAGGU. The protein sequence of the target gene is MSLPPIRLPSPYGSDRLVQLAARLRPALCDTLITVGSQEFPAHSLVLAGVSQQLGRRGQWALGEGISPSTFAQLLNFVYGESVELQPGELRPLQEAARALGVQSLEEACWRARGDRAKKPDPGLKKHQEEPEKPSRNPERELGDPGEKQKPEQVSRTGGREQEMLHKHSPPRGRPEMAGATQEAQQEQTRSKEKRLQAPVGQRGADGKHGVLTWLRENPGGSEESLRKLPGPLPPAGSLQTSVTPRPSWAEAPWLVGGQPALWSILLMPPRYGIPFYHSTPTTGAWQEVWREQRIPLSLN.... Result: 0 (no interaction). (2) The miRNA is hsa-miR-1255a with sequence AGGAUGAGCAAAGAAAGUAGAUU. The protein sequence of the target gene is MRARGWGRLPRRLLLLLVLCVQATRPMGYFELQLSALRNVNGELLSGACCDGDGRTTRAGGCGRDECDTYVRVCLKEYQAKVTPTGPCSYGYGATPVLGGNSFYLPPAGAAGDRARARSRTGGHQDPGLVVIPFQFAWPRSFTLIVEAWDWDNDTTPDEELLIERVSHAGMINPEDRWKSLHFSGHVAHLELQIRVRCDENYYSATCNKFCRPRNDFFGHYTCDQYGNKACMDGWMGKECKEAVCKQGCNLLHGGCTVPGECRCSYGWQGKFCDECVPYPGCVHGSCVEPWHCDCETNWG.... Result: 0 (no interaction). (3) The miRNA is hsa-miR-338-3p with sequence UCCAGCAUCAGUGAUUUUGUUG. The protein sequence of the target gene is MGTWILFACLLGAAFAMPLPPHPGHPGYINFSYEVLTPLKWYQSIRPPYPSYGYEPMGGWLHHQIIPVLSQQHPPTHTLQPHHHIPVVPAQQPVIPQQPMMPVPGQHSMTPIQHHQPNLPPPAQQPYQPQPVQPQPHQPMQPQPPVHPMQPLPPQPPLPPMFPMQPLPPMLPDLTLEAWPSTDKTKREEVD. Result: 0 (no interaction). (4) The miRNA is hsa-miR-4685-3p with sequence UCUCCCUUCCUGCCCUGGCUAG. Result: 0 (no interaction). The protein sequence of the target gene is MVRKLKFHEQKLLKQVDFLNWEVTDHNLHELRVLRRYRLQRREEYTRYNQLSRAVRELARRLRDLPERDPFRVRASAALLDKLYAMGLVPTRGSLELCDSVSASSFCRRRLPTLLLKLRMAQHLQAAVAFVEQGHVRVGPDVVTDPAFLVTRSMEDFVTWVDSSKIKRHVLEYNEERDDFDLDA.